Dataset: Retrosynthesis with 50K atom-mapped reactions and 10 reaction types from USPTO. Task: Predict the reactants needed to synthesize the given product. (1) Given the product Cc1nc[nH]c1/C=C1\C(=O)Nc2ccc(F)c(C#CCN3CCCCC3)c21, predict the reactants needed to synthesize it. The reactants are: C#CCN1CCCCC1.Cc1nc[nH]c1/C=C1\C(=O)Nc2ccc(F)c(I)c21. (2) Given the product CCCc1nc2c(C)cc(Br)cc2n1CCO, predict the reactants needed to synthesize it. The reactants are: CCCc1nc2c(C)cc(Br)cc2n1CC(=O)OCC. (3) Given the product CNc1ccc(B2OC(C)(C)C(C)(C)O2)cn1, predict the reactants needed to synthesize it. The reactants are: CC1(C)OB(c2ccc(Cl)nc2)OC1(C)C.CN. (4) Given the product CCOc1ccc2c(c1)n(C1CCCC1)c(=O)n2S(=O)(=O)c1ccc(C(=O)OC)cc1OC, predict the reactants needed to synthesize it. The reactants are: CCOc1ccc2[nH]c(=O)n(C3CCCC3)c2c1.COC(=O)c1ccc(S(=O)(=O)Cl)c(OC)c1. (5) The reactants are: CC1(C)OB(c2ccc(-c3cnc(N)nc3)c(F)c2)OC1(C)C.O=c1[nH]c(CS(=O)(=O)c2ccccc2Br)nc2ccccc12. Given the product Nc1ncc(-c2ccc(-c3ccccc3S(=O)(=O)Cc3nc4ccccc4c(=O)[nH]3)cc2F)cn1, predict the reactants needed to synthesize it.